This data is from Reaction yield outcomes from USPTO patents with 853,638 reactions. The task is: Predict the reaction yield, written as a fraction of the theoretical maximum amount of product (1.0 means a 100% yield; for example, 0.34 means a 34% yield). The reactants are C[O:2][C:3]([C:5]1[CH:10]=[CH:9][C:8]([C:11]2[CH:12]=[CH:13][C:14]3[O:20][CH2:19][CH2:18][N:17]([C:21]([O:23][C:24]([CH3:27])([CH3:26])[CH3:25])=[O:22])[CH2:16][C:15]=3[CH:28]=2)=[CH:7][CH:6]=1)=[O:4].[OH-].[Li+]. The catalyst is O1CCCC1.O. The product is [CH3:27][C:24]([O:23][C:21]([N:17]1[CH2:16][C:15]2[CH:28]=[C:11]([C:8]3[CH:7]=[CH:6][C:5]([C:3]([OH:4])=[O:2])=[CH:10][CH:9]=3)[CH:12]=[CH:13][C:14]=2[O:20][CH2:19][CH2:18]1)=[O:22])([CH3:25])[CH3:26]. The yield is 0.850.